Dataset: Full USPTO retrosynthesis dataset with 1.9M reactions from patents (1976-2016). Task: Predict the reactants needed to synthesize the given product. Given the product [CH3:1][S:2]([C:5]1[CH:10]=[CH:9][C:8]([C:11]2[CH:16]=[CH:15][C:14]([CH:17]([C:28]3[CH:33]=[CH:32][CH:31]=[CH:30][C:29]=3[C:34]([F:37])([F:36])[F:35])[CH2:18]/[C:19](/[C:21]3[CH:26]=[CH:25][N:24]=[C:23]([CH3:27])[CH:22]=3)=[N:39]\[OH:40])=[CH:13][CH:12]=2)=[CH:7][CH:6]=1)(=[O:4])=[O:3], predict the reactants needed to synthesize it. The reactants are: [CH3:1][S:2]([C:5]1[CH:10]=[CH:9][C:8]([C:11]2[CH:16]=[CH:15][C:14]([CH:17]([C:28]3[CH:33]=[CH:32][CH:31]=[CH:30][C:29]=3[C:34]([F:37])([F:36])[F:35])[CH2:18][C:19]([C:21]3[CH:26]=[CH:25][N:24]=[C:23]([CH3:27])[CH:22]=3)=O)=[CH:13][CH:12]=2)=[CH:7][CH:6]=1)(=[O:4])=[O:3].Cl.[NH2:39][OH:40].C([O-])(O)=O.[Na+].